From a dataset of Full USPTO retrosynthesis dataset with 1.9M reactions from patents (1976-2016). Predict the reactants needed to synthesize the given product. (1) Given the product [Br:22][C:5]1[C:6]([C:8]2[C:9](=[O:21])[N:10]([CH3:20])[C:11]3[C:16]([CH:17]=2)=[CH:15][N:14]=[C:13]([NH:18][CH3:19])[CH:12]=3)=[CH:7][C:2]([NH:1][C:31]([NH:30][C:24]2[CH:29]=[CH:28][CH:27]=[CH:26][CH:25]=2)=[O:32])=[C:3]([F:23])[CH:4]=1, predict the reactants needed to synthesize it. The reactants are: [NH2:1][C:2]1[C:3]([F:23])=[CH:4][C:5]([Br:22])=[C:6]([C:8]2[C:9](=[O:21])[N:10]([CH3:20])[C:11]3[C:16]([CH:17]=2)=[CH:15][N:14]=[C:13]([NH:18][CH3:19])[CH:12]=3)[CH:7]=1.[C:24]1([N:30]=[C:31]=[O:32])[CH:29]=[CH:28][CH:27]=[CH:26][CH:25]=1. (2) Given the product [Br:1][C:2]1[C:3]([N:10]([CH3:12])[NH:11][C:23](=[O:24])[C:22]2[CH:26]=[CH:27][CH:28]=[CH:29][C:21]=2[Br:20])=[N:4][C:5]([S:8][CH3:9])=[N:6][CH:7]=1, predict the reactants needed to synthesize it. The reactants are: [Br:1][C:2]1[C:3]([N:10]([CH3:12])[NH2:11])=[N:4][C:5]([S:8][CH3:9])=[N:6][CH:7]=1.C(N(CC)CC)C.[Br:20][C:21]1[CH:29]=[CH:28][CH:27]=[CH:26][C:22]=1[C:23](Cl)=[O:24]. (3) Given the product [Cl:8][C:6]1[N:7]=[C:2]([NH:25][CH3:22])[N:3]=[C:4]([N:9]2[CH2:14][CH2:13][CH:12]([C:15]([O:17][CH2:18][CH3:19])=[O:16])[CH2:11][CH2:10]2)[N:5]=1, predict the reactants needed to synthesize it. The reactants are: Cl[C:2]1[N:7]=[C:6]([Cl:8])[N:5]=[C:4]([N:9]2[CH2:14][CH2:13][CH:12]([C:15]([O:17][CH2:18][CH3:19])=[O:16])[CH2:11][CH2:10]2)[N:3]=1.CN.[CH:22]([N:25](C(C)C)CC)(C)C.